From a dataset of NCI-60 drug combinations with 297,098 pairs across 59 cell lines. Regression. Given two drug SMILES strings and cell line genomic features, predict the synergy score measuring deviation from expected non-interaction effect. (1) Drug 1: C1=C(C(=O)NC(=O)N1)N(CCCl)CCCl. Drug 2: C1=CC(=CC=C1CCCC(=O)O)N(CCCl)CCCl. Cell line: OVCAR-5. Synergy scores: CSS=23.4, Synergy_ZIP=5.00, Synergy_Bliss=10.5, Synergy_Loewe=8.74, Synergy_HSA=13.1. (2) Drug 1: C1CCC(CC1)NC(=O)N(CCCl)N=O. Drug 2: COC1=C2C(=CC3=C1OC=C3)C=CC(=O)O2. Cell line: HT29. Synergy scores: CSS=19.4, Synergy_ZIP=-2.70, Synergy_Bliss=5.33, Synergy_Loewe=0.932, Synergy_HSA=4.00. (3) Drug 1: CC1=C2C(C(=O)C3(C(CC4C(C3C(C(C2(C)C)(CC1OC(=O)C(C(C5=CC=CC=C5)NC(=O)OC(C)(C)C)O)O)OC(=O)C6=CC=CC=C6)(CO4)OC(=O)C)OC)C)OC. Drug 2: CCC1=CC2CC(C3=C(CN(C2)C1)C4=CC=CC=C4N3)(C5=C(C=C6C(=C5)C78CCN9C7C(C=CC9)(C(C(C8N6C)(C(=O)OC)O)OC(=O)C)CC)OC)C(=O)OC.C(C(C(=O)O)O)(C(=O)O)O. Cell line: RPMI-8226. Synergy scores: CSS=95.9, Synergy_ZIP=9.61, Synergy_Bliss=12.2, Synergy_Loewe=9.14, Synergy_HSA=15.4.